Dataset: Forward reaction prediction with 1.9M reactions from USPTO patents (1976-2016). Task: Predict the product of the given reaction. (1) Given the reactants [F:1][C:2]1[CH:10]=[C:9]2[C:5]([C:6]([C:20]3[CH:30]=[CH:29][C:23]4[N:24]=[C:25]([CH:27]=[CH2:28])[O:26][C:22]=4[CH:21]=3)=[CH:7][N:8]2S(C2C=CC=CC=2)(=O)=O)=[CH:4][CH:3]=1.[OH-].[Na+].[NH:33]1[CH2:38][CH2:37][CH:36]([OH:39])[CH2:35][CH2:34]1, predict the reaction product. The product is: [F:1][C:2]1[CH:10]=[C:9]2[C:5]([C:6]([C:20]3[CH:30]=[CH:29][C:23]4[N:24]=[C:25]([CH2:27][CH2:28][N:33]5[CH2:38][CH2:37][CH:36]([OH:39])[CH2:35][CH2:34]5)[O:26][C:22]=4[CH:21]=3)=[CH:7][NH:8]2)=[CH:4][CH:3]=1. (2) Given the reactants [NH2:1][C:2]1[N:6]([C:7]2[CH:12]=[CH:11][C:10]([F:13])=[CH:9][C:8]=2F)[N:5]=[CH:4][C:3]=1[C:15](=[O:24])[C:16]1[CH:21]=[CH:20][CH:19]=[C:18]([CH:22]=O)[CH:17]=1.[NH:25]1[CH2:30][CH2:29][CH2:28][CH2:27][CH2:26]1.C(O)(=O)C.C(O[BH-](OC(=O)C)OC(=O)C)(=O)C.[Na+], predict the reaction product. The product is: [NH2:1][C:2]1[N:6]([C:7]2[CH:12]=[CH:11][C:10]([F:13])=[CH:9][CH:8]=2)[N:5]=[CH:4][C:3]=1[C:15](=[O:24])[C:16]1[CH:21]=[CH:20][CH:19]=[C:18]([CH2:22][N:25]2[CH2:30][CH2:29][CH2:28][CH2:27][CH2:26]2)[CH:17]=1. (3) Given the reactants [Cl:1][C:2]1[CH:7]=[CH:6][CH:5]=[CH:4][C:3]=1[CH:8]=[CH:9][C:10]1[N:11]=[CH:12][N:13](C(C2C=CC=CC=2)(C2C=CC=CC=2)C2C=CC=CC=2)[CH:14]=1.C(Cl)(Cl)Cl.C(O)(=O)C.Cl, predict the reaction product. The product is: [Cl:1][C:2]1[CH:7]=[CH:6][CH:5]=[CH:4][C:3]=1[CH2:8][CH2:9][C:10]1[N:11]=[CH:12][NH:13][CH:14]=1. (4) Given the reactants [OH:1][C:2]1[CH:9]=[CH:8][C:5]([CH:6]=[O:7])=[CH:4][CH:3]=1.[C:24]1(C)[CH:25]=[CH:26]C(S([O-])(=[O:17])=[O:17])=[CH:22][CH:23]=1.[NH+]1[CH:26]=[CH:25][CH:24]=[CH:23][CH:22]=1.C(Cl)(Cl)Cl, predict the reaction product. The product is: [O:17]1[CH2:26][CH2:25][CH2:24][CH2:23][CH:22]1[O:1][C:2]1[CH:9]=[CH:8][C:5]([CH:6]=[O:7])=[CH:4][CH:3]=1. (5) Given the reactants [NH:1]([C:37]([O:39][C:40]([CH3:43])([CH3:42])[CH3:41])=[O:38])[C@@H:2]([C:12]([NH:14][C@H:15]([C:20]([N:22]1[CH2:36][CH2:35][CH2:34][C@@H:23]1[C:24]([O:26]CC1C=CC=CC=1)=[O:25])=[O:21])[C@H:16]([CH2:18][CH3:19])[CH3:17])=[O:13])[CH2:3][C:4]1[CH:9]=[CH:8][C:7]([O:10][CH3:11])=[CH:6][CH:5]=1, predict the reaction product. The product is: [NH:1]([C:37]([O:39][C:40]([CH3:42])([CH3:41])[CH3:43])=[O:38])[C@@H:2]([C:12]([NH:14][C@H:15]([C:20]([N:22]1[CH2:36][CH2:35][CH2:34][C@@H:23]1[C:24]([OH:26])=[O:25])=[O:21])[C@H:16]([CH2:18][CH3:19])[CH3:17])=[O:13])[CH2:3][C:4]1[CH:9]=[CH:8][C:7]([O:10][CH3:11])=[CH:6][CH:5]=1. (6) Given the reactants [F:1][C@H:2]1[C@@H:7]([O:8][CH3:9])[CH2:6][CH2:5][N:4]([C:10]2[N:15]=[C:14]([NH:16][C:17]3[N:22]=[CH:21][C:20]4[N:23]=[C:24]([C@H:32]([O:34]C5CCCCO5)[CH3:33])[N:25]([C@H:26]([CH3:31])[C:27]([F:30])([F:29])[F:28])[C:19]=4[CH:18]=3)[CH:13]=[CH:12][N:11]=2)[CH2:3]1.Cl, predict the reaction product. The product is: [F:1][C@H:2]1[C@@H:7]([O:8][CH3:9])[CH2:6][CH2:5][N:4]([C:10]2[N:15]=[C:14]([NH:16][C:17]3[N:22]=[CH:21][C:20]4[N:23]=[C:24]([C@H:32]([OH:34])[CH3:33])[N:25]([C@H:26]([CH3:31])[C:27]([F:30])([F:29])[F:28])[C:19]=4[CH:18]=3)[CH:13]=[CH:12][N:11]=2)[CH2:3]1. (7) The product is: [C:42]([C:41]1[CH:44]=[C:37]([C:2]2[C:3]([N:22]3[CH2:26][CH2:25][C@H:24]([CH2:27][OH:28])[CH2:23]3)=[N:4][CH:5]=[C:6]([C:7]([NH:9][C:10]3[CH:15]=[CH:14][C:13]([O:16][C:17]([F:20])([F:19])[F:18])=[CH:12][CH:11]=3)=[O:8])[CH:21]=2)[CH:38]=[N:39][CH:40]=1)#[N:43]. Given the reactants Br[C:2]1[C:3]([N:22]2[CH2:26][CH2:25][C@H:24]([CH2:27][OH:28])[CH2:23]2)=[N:4][CH:5]=[C:6]([CH:21]=1)[C:7]([NH:9][C:10]1[CH:15]=[CH:14][C:13]([O:16][C:17]([F:20])([F:19])[F:18])=[CH:12][CH:11]=1)=[O:8].CC1(C)C(C)(C)OB([C:37]2[CH:38]=[N:39][CH:40]=[C:41]([CH:44]=2)[C:42]#[N:43])O1, predict the reaction product.